Task: Predict the reaction yield, written as a fraction of the theoretical maximum amount of product (1.0 means a 100% yield; for example, 0.34 means a 34% yield).. Dataset: Reaction yield outcomes from USPTO patents with 853,638 reactions (1) The reactants are [F:1][C:2]1[CH:8]=[CH:7][C:6]([I:9])=[CH:5][C:3]=1[NH2:4].[N:10]([O-])=O.[Na+].[CH3:14][O:15][CH2:16][C:17](=[O:23])[CH2:18][C:19]([O:21][CH3:22])=[O:20].CC([O-])=O.[Na+]. The catalyst is Cl.O.CCO. The product is [F:1][C:2]1[CH:8]=[CH:7][C:6]([I:9])=[CH:5][C:3]=1[NH:4][N:10]=[C:18]([C:17](=[O:23])[CH2:16][O:15][CH3:14])[C:19]([O:21][CH3:22])=[O:20]. The yield is 0.870. (2) The reactants are C(OC([N:8]1[CH2:13][C@H:12]([CH2:14][O:15][C:16]2[CH:25]=[CH:24][C:23]3[C:18](=[CH:19][CH:20]=[CH:21][CH:22]=3)[N:17]=2)[N:11]([C:26]2[CH:31]=[CH:30][C:29]([O:32][CH2:33][CH2:34][CH2:35][O:36][CH2:37][C:38]3[CH:43]=[CH:42][CH:41]=[CH:40][C:39]=3[O:44][CH3:45])=[CH:28][CH:27]=2)[C:10](=[O:46])[CH2:9]1)=O)(C)(C)C.C(Cl)(=O)C. The catalyst is CO. The product is [CH3:45][O:44][C:39]1[CH:40]=[CH:41][CH:42]=[CH:43][C:38]=1[CH2:37][O:36][CH2:35][CH2:34][CH2:33][O:32][C:29]1[CH:28]=[CH:27][C:26]([N:11]2[C@@H:12]([CH2:14][O:15][C:16]3[CH:25]=[CH:24][C:23]4[C:18](=[CH:19][CH:20]=[CH:21][CH:22]=4)[N:17]=3)[CH2:13][NH:8][CH2:9][C:10]2=[O:46])=[CH:31][CH:30]=1. The yield is 0.220. (3) The reactants are [CH3:1][C:2]1[C:11]2[S:10][C:9]([C:12]3[N:17]=[C:16]([C:18]([NH:20][CH2:21][CH2:22][CH2:23][CH2:24][CH2:25][CH2:26][NH:27]C(=O)OC(C)(C)C)=[O:19])[CH:15]=[CH:14][CH:13]=3)=[N:8][C:7](=[O:35])[C:6]=2[CH:5]=[CH:4][CH:3]=1.[ClH:36]. The catalyst is O1CCOCC1. The product is [ClH:36].[NH2:27][CH2:26][CH2:25][CH2:24][CH2:23][CH2:22][CH2:21][NH:20][C:18]([C:16]1[CH:15]=[CH:14][CH:13]=[C:12]([C:9]2[S:10][C:11]3[C:2]([CH3:1])=[CH:3][CH:4]=[CH:5][C:6]=3[C:7](=[O:35])[N:8]=2)[N:17]=1)=[O:19]. The yield is 0.200. (4) The reactants are [CH2:1]([O:3][C:4]1[CH:5]=[C:6]([CH2:10][C:11]([O:13]C)=[O:12])[CH:7]=[CH:8][CH:9]=1)[CH3:2].[OH-].[Na+].Cl. The catalyst is C(O)C. The product is [CH2:1]([O:3][C:4]1[CH:5]=[C:6]([CH2:10][C:11]([OH:13])=[O:12])[CH:7]=[CH:8][CH:9]=1)[CH3:2]. The yield is 0.920.